From a dataset of Aqueous solubility values for 9,982 compounds from the AqSolDB database. Regression/Classification. Given a drug SMILES string, predict its absorption, distribution, metabolism, or excretion properties. Task type varies by dataset: regression for continuous measurements (e.g., permeability, clearance, half-life) or binary classification for categorical outcomes (e.g., BBB penetration, CYP inhibition). For this dataset (solubility_aqsoldb), we predict Y. (1) The Y is 0.885 log mol/L. The compound is CC(C)(C)OO. (2) The molecule is Cc1[nH]c(=O)n(C(C)(C)C)c(=O)c1Cl. The Y is -2.48 log mol/L. (3) The molecule is CCCCCCOCCCCCC. The Y is -4.27 log mol/L. (4) The Y is -4.42 log mol/L. The compound is N#CC(=C1CCCCC1)c1ccccc1. (5) The molecule is CC(=O)OCC1=C(C(=O)O)N2C(=O)[C@@H](NC(=O)Cc3cccs3)[C@H]2SC1. The Y is -2.94 log mol/L. (6) The molecule is O=C(O)C1CCC(C(=O)O)[Se]1. The Y is -0.545 log mol/L. (7) The drug is O=c1oc(=O)c2cc3c(=O)oc(=O)c3cc12. The Y is -1.41 log mol/L. (8) The compound is COc1cc(Cl)c(Cl)c(Cl)c1Cl. The Y is -5.26 log mol/L.